Dataset: Full USPTO retrosynthesis dataset with 1.9M reactions from patents (1976-2016). Task: Predict the reactants needed to synthesize the given product. The reactants are: Cl.Cl.[NH2:3][CH2:4][CH2:5][N:6]1[C:14]2[C:13]([NH:15][C:16]3[CH:21]=[CH:20][C:19]([O:22][C:23]4[C:28]5[CH:29]=[CH:30][O:31][C:27]=5[CH:26]=[CH:25][CH:24]=4)=[C:18]([Cl:32])[CH:17]=3)=[N:12][CH:11]=[N:10][C:9]=2[CH:8]=[CH:7]1.[C:33](O)(=[O:35])[CH3:34].ON1C2C=CC=CC=2N=N1.Cl.C(N=C=NCCCN(C)C)C. Given the product [O:31]1[C:27]2[CH:26]=[CH:25][CH:24]=[C:23]([O:22][C:19]3[CH:20]=[CH:21][C:16]([NH:15][C:13]4[C:14]5[N:6]([CH2:5][CH2:4][NH:3][C:33](=[O:35])[CH3:34])[CH:7]=[CH:8][C:9]=5[N:10]=[CH:11][N:12]=4)=[CH:17][C:18]=3[Cl:32])[C:28]=2[CH:29]=[CH:30]1, predict the reactants needed to synthesize it.